This data is from NCI-60 drug combinations with 297,098 pairs across 59 cell lines. The task is: Regression. Given two drug SMILES strings and cell line genomic features, predict the synergy score measuring deviation from expected non-interaction effect. (1) Drug 1: CC1C(C(=O)NC(C(=O)N2CCCC2C(=O)N(CC(=O)N(C(C(=O)O1)C(C)C)C)C)C(C)C)NC(=O)C3=C4C(=C(C=C3)C)OC5=C(C(=O)C(=C(C5=N4)C(=O)NC6C(OC(=O)C(N(C(=O)CN(C(=O)C7CCCN7C(=O)C(NC6=O)C(C)C)C)C)C(C)C)C)N)C. Drug 2: C1CC(C1)(C(=O)O)C(=O)O.[NH2-].[NH2-].[Pt+2]. Cell line: K-562. Synergy scores: CSS=20.6, Synergy_ZIP=5.18, Synergy_Bliss=9.81, Synergy_Loewe=-19.3, Synergy_HSA=6.56. (2) Drug 1: CS(=O)(=O)CCNCC1=CC=C(O1)C2=CC3=C(C=C2)N=CN=C3NC4=CC(=C(C=C4)OCC5=CC(=CC=C5)F)Cl. Drug 2: COCCOC1=C(C=C2C(=C1)C(=NC=N2)NC3=CC=CC(=C3)C#C)OCCOC.Cl. Cell line: KM12. Synergy scores: CSS=1.35, Synergy_ZIP=0.485, Synergy_Bliss=2.42, Synergy_Loewe=0.315, Synergy_HSA=0.761. (3) Drug 1: COC1=CC(=CC(=C1O)OC)C2C3C(COC3=O)C(C4=CC5=C(C=C24)OCO5)OC6C(C(C7C(O6)COC(O7)C8=CC=CS8)O)O. Drug 2: CC12CCC3C(C1CCC2O)C(CC4=C3C=CC(=C4)O)CCCCCCCCCS(=O)CCCC(C(F)(F)F)(F)F. Cell line: SK-MEL-28. Synergy scores: CSS=9.82, Synergy_ZIP=-3.95, Synergy_Bliss=-1.03, Synergy_Loewe=-9.62, Synergy_HSA=-1.22. (4) Drug 1: CN(C(=O)NC(C=O)C(C(C(CO)O)O)O)N=O. Drug 2: CC12CCC3C(C1CCC2OP(=O)(O)O)CCC4=C3C=CC(=C4)OC(=O)N(CCCl)CCCl.[Na+]. Cell line: HCC-2998. Synergy scores: CSS=5.03, Synergy_ZIP=3.35, Synergy_Bliss=9.35, Synergy_Loewe=-5.50, Synergy_HSA=3.43. (5) Drug 1: C1=NC(=NC(=O)N1C2C(C(C(O2)CO)O)O)N. Drug 2: C1CC(=O)NC(=O)C1N2C(=O)C3=CC=CC=C3C2=O. Cell line: RXF 393. Synergy scores: CSS=7.33, Synergy_ZIP=-4.88, Synergy_Bliss=-1.04, Synergy_Loewe=-9.98, Synergy_HSA=-1.12. (6) Drug 1: CC1CCC2CC(C(=CC=CC=CC(CC(C(=O)C(C(C(=CC(C(=O)CC(OC(=O)C3CCCCN3C(=O)C(=O)C1(O2)O)C(C)CC4CCC(C(C4)OC)OP(=O)(C)C)C)C)O)OC)C)C)C)OC. Drug 2: C1CCC(C(C1)[NH-])[NH-].C(=O)(C(=O)[O-])[O-].[Pt+4]. Cell line: UACC62. Synergy scores: CSS=28.1, Synergy_ZIP=-9.33, Synergy_Bliss=-10.8, Synergy_Loewe=-3.93, Synergy_HSA=-2.96.